This data is from Forward reaction prediction with 1.9M reactions from USPTO patents (1976-2016). The task is: Predict the product of the given reaction. (1) Given the reactants [CH3:1][CH:2]([C:4]1[CH:9]=[CH:8][C:7]([C:10]2[C:11]([NH2:16])=[N:12][CH:13]=[CH:14][CH:15]=2)=[CH:6][CH:5]=1)[CH3:3].[H-].[Na+].Cl[CH2:20][CH2:21][S:22](Cl)(=[O:24])=[O:23].C(=O)([O-])O.[Na+], predict the reaction product. The product is: [CH3:3][CH:2]([C:4]1[CH:5]=[CH:6][C:7]([C:10]2[C:11]3=[N:16][S:22](=[O:24])(=[O:23])[CH2:21][CH2:20][N:12]3[CH:13]=[CH:14][CH:15]=2)=[CH:8][CH:9]=1)[CH3:1]. (2) The product is: [NH2:30][C:27]1[C:28]2[N:29]=[C:21]([C:12]3[N:11]([CH3:31])[C:10]([CH:5]([OH:4])[CH2:6][CH:7]([CH3:9])[CH3:8])=[N:14][C:13]=3[C:15]3[CH:16]=[CH:17][CH:18]=[CH:19][CH:20]=3)[S:22][C:23]=2[N:24]=[CH:25][N:26]=1. Given the reactants CN(C)C(=O)[O:4][CH:5]([C:10]1[N:11]([CH3:31])[C:12]([C:21]2[S:22][C:23]3[N:24]=[CH:25][N:26]=[C:27]([NH2:30])[C:28]=3[N:29]=2)=[C:13]([C:15]2[CH:20]=[CH:19][CH:18]=[CH:17][CH:16]=2)[N:14]=1)[CH2:6][CH:7]([CH3:9])[CH3:8].CN(C)C(=O)OC(C1N(C)C(C2SC3N=CN=C(N)C=3N=2)=C(C2C=CC=CC=2)N=1)C1C=CC=CC=1, predict the reaction product.